This data is from Catalyst prediction with 721,799 reactions and 888 catalyst types from USPTO. The task is: Predict which catalyst facilitates the given reaction. (1) Reactant: Cl[C:2]1[CH:7]=[CH:6][N:5]=[C:4]([NH:8][C:9]2[CH:14]=[CH:13][CH:12]=[CH:11][CH:10]=2)[N:3]=1.[F:15][C:16]1[CH:24]=[CH:23][CH:22]=[C:21]2[C:17]=1[CH:18]=[CH:19][NH:20]2.C([O-])([O-])=O.[Cs+].[Cs+]. Product: [F:15][C:16]1[CH:24]=[CH:23][CH:22]=[C:21]2[C:17]=1[CH:18]=[CH:19][N:20]2[C:2]1[CH:7]=[CH:6][N:5]=[C:4]([NH:8][C:9]2[CH:14]=[CH:13][CH:12]=[CH:11][CH:10]=2)[N:3]=1. The catalyst class is: 39. (2) Reactant: CS(C)=O.C(Cl)(=O)C([Cl:8])=O.C(OC([N:18]1[CH2:23][CH2:22][CH2:21][CH2:20][CH:19]1[CH2:24][CH2:25][CH2:26][C:27]([O:29][CH3:30])=[O:28])=O)(C)(C)C.CCN(CC)CC. Product: [ClH:8].[NH:18]1[CH2:23][CH2:22][CH2:21][CH2:20][CH:19]1[CH2:24][CH2:25][CH2:26][C:27]([O:29][CH3:30])=[O:28]. The catalyst class is: 2. (3) Reactant: CN(C(ON1N=NC2C=CC=NC1=2)=[N+](C)C)C.F[P-](F)(F)(F)(F)F.[F:25][C:26]1([F:44])[CH2:31][NH:30][CH2:29][C:28]2([CH2:36][CH2:35][N:34]([C:37]([O:39][C:40]([CH3:43])([CH3:42])[CH3:41])=[O:38])[CH2:33][CH2:32]2)[O:27]1.[CH:45]([C:48]1[S:49][CH:50]=[C:51]([C:53](O)=[O:54])[N:52]=1)([CH3:47])[CH3:46].C(N(CC)CC)C. Product: [F:44][C:26]1([F:25])[CH2:31][N:30]([C:53]([C:51]2[N:52]=[C:48]([CH:45]([CH3:47])[CH3:46])[S:49][CH:50]=2)=[O:54])[CH2:29][C:28]2([CH2:32][CH2:33][N:34]([C:37]([O:39][C:40]([CH3:41])([CH3:43])[CH3:42])=[O:38])[CH2:35][CH2:36]2)[O:27]1. The catalyst class is: 3. (4) Reactant: [F:1][C:2]1[CH:8]=[C:7]([N+:9]([O-:11])=[O:10])[CH:6]=[CH:5][C:3]=1[NH2:4].CO[CH:14](OC)[N:15]([CH3:17])[CH3:16].O. Product: [F:1][C:2]1[CH:8]=[C:7]([N+:9]([O-:11])=[O:10])[CH:6]=[CH:5][C:3]=1[N:4]=[CH:14][N:15]([CH3:17])[CH3:16]. The catalyst class is: 9.